Dataset: Forward reaction prediction with 1.9M reactions from USPTO patents (1976-2016). Task: Predict the product of the given reaction. (1) Given the reactants [NH2:1][C:2]1[N:7]=[CH:6][N:5]=[C:4]2[N:8]([CH:12]([C:14]3[C:24]4[O:23][CH2:22][CH2:21][N:20]([CH:25]5[CH2:28][N:27]([C:29](OC(C)(C)C)=[O:30])[CH2:26]5)[CH2:19][C:18]=4[C:17]([CH3:36])=[C:16]([Cl:37])[CH:15]=3)[CH3:13])[N:9]=[C:10]([CH3:11])[C:3]=12.Cl.[CH:39](N(CC)C(C)C)(C)C.C(OC(=O)C)(=O)C, predict the reaction product. The product is: [C:29]([N:27]1[CH2:26][CH:25]([N:20]2[CH2:19][C:18]3[C:17]([CH3:36])=[C:16]([Cl:37])[CH:15]=[C:14]([CH:12]([N:8]4[C:4]5=[N:5][CH:6]=[N:7][C:2]([NH2:1])=[C:3]5[C:10]([CH3:11])=[N:9]4)[CH3:13])[C:24]=3[O:23][CH2:22][CH2:21]2)[CH2:28]1)(=[O:30])[CH3:39]. (2) The product is: [CH3:63][N:61]([CH3:62])[C:60]([C:34]1[CH:35]=[C:36]([CH2:39][C:40]([O:42][CH2:43][C@@:44]2([C:55]([O:57][CH2:58][CH3:59])=[O:56])[C:52]3[C:47](=[CH:48][CH:49]=[CH:50][CH:51]=3)[C:46](=[O:53])[N:45]2[CH3:54])=[O:41])[CH:37]=[CH:38][C:33]=1[NH:32][C:18]([C:6]1[CH:5]=[CH:4][CH:3]=[C:2]([CH3:1])[C:7]=1[C:8]1[CH:13]=[CH:12][C:11]([C:14]([F:16])([F:17])[F:15])=[CH:10][CH:9]=1)=[O:20])=[O:64]. Given the reactants [CH3:1][C:2]1[CH:3]=[CH:4][CH:5]=[C:6]([C:18]([OH:20])=O)[C:7]=1[C:8]1[CH:13]=[CH:12][C:11]([C:14]([F:17])([F:16])[F:15])=[CH:10][CH:9]=1.C(Cl)(=O)C(Cl)=O.CN(C=O)C.[NH2:32][C:33]1[CH:38]=[CH:37][C:36]([CH2:39][C:40]([O:42][CH2:43][C@@:44]2([C:55]([O:57][CH2:58][CH3:59])=[O:56])[C:52]3[C:47](=[CH:48][CH:49]=[CH:50][CH:51]=3)[C:46](=[O:53])[N:45]2[CH3:54])=[O:41])=[CH:35][C:34]=1[C:60](=[O:64])[N:61]([CH3:63])[CH3:62].CCN(C(C)C)C(C)C, predict the reaction product. (3) The product is: [Cl:1][C:2]1[CH:7]=[C:6]([O:8][CH3:9])[N:5]=[C:4]([N:10]([C:16]([O:15][C:12]([CH3:14])([CH3:13])[CH3:11])=[O:17])[C:16]([O:15][C:12]([CH3:14])([CH3:13])[CH3:11])=[O:17])[N:3]=1. Given the reactants [Cl:1][C:2]1[CH:7]=[C:6]([O:8][CH3:9])[N:5]=[C:4]([NH2:10])[N:3]=1.[CH3:11][C:12]([O:15][C:16](O[C:16]([O:15][C:12]([CH3:14])([CH3:13])[CH3:11])=[O:17])=[O:17])([CH3:14])[CH3:13], predict the reaction product. (4) Given the reactants Cl[C:2]1[N:3]=[CH:4][C:5]([C:8]([N:10]2[CH2:15][CH2:14][C:13]3[NH:16][C:17]([C:19]4[C:27]5[C:22](=[CH:23][C:24]([C:28]6[CH:33]=[C:32]([F:34])[C:31]([OH:35])=[CH:30][C:29]=6[CH2:36][CH3:37])=[CH:25][CH:26]=5)[NH:21][N:20]=4)=[N:18][C:12]=3[CH2:11]2)=[O:9])=[N:6][CH:7]=1.CCN(C(C)C)C(C)C.[C:47]([O:51][C:52]([N:54]1[C@@H:59]([CH3:60])[CH2:58][NH:57][CH2:56][C@H:55]1[CH3:61])=[O:53])([CH3:50])([CH3:49])[CH3:48], predict the reaction product. The product is: [C:47]([O:51][C:52]([N:54]1[C@@H:59]([CH3:60])[CH2:58][N:57]([C:2]2[CH:7]=[N:6][C:5]([C:8]([N:10]3[CH2:15][CH2:14][C:13]4[NH:16][C:17]([C:19]5[C:27]6[C:22](=[CH:23][C:24]([C:28]7[CH:33]=[C:32]([F:34])[C:31]([OH:35])=[CH:30][C:29]=7[CH2:36][CH3:37])=[CH:25][CH:26]=6)[NH:21][N:20]=5)=[N:18][C:12]=4[CH2:11]3)=[O:9])=[CH:4][N:3]=2)[CH2:56][C@H:55]1[CH3:61])=[O:53])([CH3:50])([CH3:48])[CH3:49]. (5) Given the reactants [Cl:1][C:2](=[C:4]([C:10](OCC)=O)[C:5]([O:7][CH2:8][CH3:9])=[O:6])[CH3:3].[CH2:15]([N:17]1[C:21]([NH2:22])=C[CH:19]=[N:18]1)[CH3:16].[CH2:23](N(CC)CC)C, predict the reaction product. The product is: [Cl:1][C:2]1[C:4]([C:5]([O:7][CH2:8][CH3:9])=[O:6])=[C:10]([CH3:23])[N:22]=[C:21]2[N:17]([CH2:15][CH3:16])[N:18]=[CH:19][C:3]=12. (6) Given the reactants C([N:8]([CH3:41])[CH:9]1[CH2:14][CH2:13][CH:12]([N:15]([CH2:28][C:29]2[CH:30]=[C:31](B(O)O)[CH:32]=[CH:33][C:34]=2[O:35][CH2:36][CH3:37])[C:16]([C:18]2[S:22][C:21]3[CH:23]=[CH:24][CH:25]=[CH:26][C:20]=3[C:19]=2[Cl:27])=[O:17])[CH2:11][CH2:10]1)(OC(C)(C)C)=O.[NH2:42][C:43]1[N:48]=[C:47](C)[C:46](Br)=[CH:45][CH:44]=1, predict the reaction product. The product is: [ClH:27].[ClH:27].[CH2:36]([O:35][C:34]1[CH:33]=[CH:32][C:31]([C:46]2[CH:47]=[N:48][C:43]([NH2:42])=[CH:44][CH:45]=2)=[CH:30][C:29]=1[CH2:28][N:15]([CH:12]1[CH2:11][CH2:10][CH:9]([NH:8][CH3:41])[CH2:14][CH2:13]1)[C:16]([C:18]1[S:22][C:21]2[CH:23]=[CH:24][CH:25]=[CH:26][C:20]=2[C:19]=1[Cl:27])=[O:17])[CH3:37]. (7) Given the reactants COC(=O)[C:4]1[CH:9]=[CH:8][CH:7]=[N:6][C:5]=1Br.[CH:12]1[C:21]2[C:16](=[CH:17][CH:18]=[CH:19][CH:20]=2)[C:15](B(O)O)=[CH:14][N:13]=1.[O-:25]P([O-])([O-])=O.[K+].[K+].[K+].O1C[CH2:37][O:36][CH2:35]C1, predict the reaction product. The product is: [CH3:35][O:36][C:37](=[O:25])[C:9]1[CH:4]=[CH:5][N:6]=[CH:7][C:8]=1[C:15]1[C:16]2[C:21](=[CH:20][CH:19]=[CH:18][CH:17]=2)[CH:12]=[N:13][CH:14]=1.